From a dataset of Forward reaction prediction with 1.9M reactions from USPTO patents (1976-2016). Predict the product of the given reaction. (1) Given the reactants [F:1][C:2]1[CH:9]=[CH:8][C:7]([C:10]2[CH:15]=[CH:14][CH:13]=[C:12]([F:16])[CH:11]=2)=[CH:6][C:3]=1[CH:4]=O.[NH2:17][C:18]1[C:25]([F:26])=[CH:24][CH:23]=[C:22]([O:27][CH3:28])[C:19]=1[C:20]#[N:21].[BH4-].[Na+], predict the reaction product. The product is: [F:26][C:25]1[C:18]([NH:17][CH2:4][C:3]2[CH:6]=[C:7]([C:10]3[CH:15]=[CH:14][CH:13]=[C:12]([F:16])[CH:11]=3)[CH:8]=[CH:9][C:2]=2[F:1])=[C:19]([C:22]([O:27][CH3:28])=[CH:23][CH:24]=1)[C:20]#[N:21]. (2) Given the reactants [CH2:1]([O:3][C:4]([N:6]1[C:15]2[C:10](=[N:11][C:12]([O:16][CH3:17])=[CH:13][CH:14]=2)[C@@H:9]([NH2:18])[CH2:8][C@H:7]1[CH2:19][CH3:20])=[O:5])[CH3:2].CC(C)([O-])C.[Na+].[Cl:27][C:28]1[CH:33]=[N:32][CH:31]=[C:30](Cl)[N:29]=1.C(=O)([O-])O.[Na+], predict the reaction product. The product is: [CH2:1]([O:3][C:4]([N:6]1[C:15]2[C:10](=[N:11][C:12]([O:16][CH3:17])=[CH:13][CH:14]=2)[C@@H:9]([NH:18][C:30]2[CH:31]=[N:32][CH:33]=[C:28]([Cl:27])[N:29]=2)[CH2:8][C@H:7]1[CH2:19][CH3:20])=[O:5])[CH3:2]. (3) Given the reactants [C:1]1([C:27]2[CH:32]=[CH:31][CH:30]=[CH:29][CH:28]=2)[CH:6]=[CH:5][C:4]([C@@:7]2(O)[CH2:11][N:10]([C:12]([O:14][CH2:15][C:16]3[CH:21]=[CH:20][CH:19]=[CH:18][CH:17]=3)=[O:13])[C@H:9]([C:22]([O:24][CH3:25])=[O:23])[CH2:8]2)=[CH:3][CH:2]=1.[CH2:33]([SH:36])[CH:34]=[CH2:35], predict the reaction product. The product is: [CH2:33]([S:36][C@:7]1([C:4]2[CH:5]=[CH:6][C:1]([C:27]3[CH:32]=[CH:31][CH:30]=[CH:29][CH:28]=3)=[CH:2][CH:3]=2)[CH2:11][N:10]([C:12]([O:14][CH2:15][C:16]2[CH:21]=[CH:20][CH:19]=[CH:18][CH:17]=2)=[O:13])[C@H:9]([C:22]([O:24][CH3:25])=[O:23])[CH2:8]1)[CH:34]=[CH2:35]. (4) Given the reactants N12CCCN=C1CCCCC2.[F:12][C:13]([F:35])([F:34])[C:14]([N:16]([CH2:26][C:27]1([CH3:33])[CH2:32][CH2:31][NH:30][CH2:29][CH2:28]1)[C@@H:17]1[CH2:19][C@H:18]1[C:20]1[CH:25]=[CH:24][CH:23]=[CH:22][CH:21]=1)=[O:15].[C:36]1(=[CH:40][C:41]([O:43][C:44]([CH3:47])([CH3:46])[CH3:45])=[O:42])[CH2:39][CH2:38][CH2:37]1, predict the reaction product. The product is: [C:44]([O:43][C:41](=[O:42])[CH2:40][C:36]1([N:30]2[CH2:29][CH2:28][C:27]([CH3:33])([CH2:26][N:16]([C@@H:17]3[CH2:19][C@H:18]3[C:20]3[CH:25]=[CH:24][CH:23]=[CH:22][CH:21]=3)[C:14](=[O:15])[C:13]([F:12])([F:34])[F:35])[CH2:32][CH2:31]2)[CH2:39][CH2:38][CH2:37]1)([CH3:47])([CH3:45])[CH3:46]. (5) Given the reactants [CH3:1][N:2]([CH3:10])[CH2:3][CH:4]([CH3:9])[C:5](=[O:8])[CH2:6][CH3:7].Br[C:12]1[CH:17]=[CH:16][CH:15]=[C:14]([Cl:18])[CH:13]=1.[Mg], predict the reaction product. The product is: [ClH:18].[Cl:18][C:14]1[CH:13]=[C:12]([C:5]([OH:8])([CH2:6][CH3:7])[CH:4]([CH3:9])[CH2:3][N:2]([CH3:10])[CH3:1])[CH:17]=[CH:16][CH:15]=1. (6) The product is: [CH3:18][O:19][C:20]([C:22]1[C:30]2[C:25](=[CH:26][C:27]([C:7]3[CH:6]=[CH:5][C:4]([OH:17])=[CH:3][C:2]=3[CH3:1])=[CH:28][CH:29]=2)[NH:24][CH:23]=1)=[O:21]. Given the reactants [CH3:1][C:2]1[CH:3]=[C:4]([OH:17])[CH:5]=[CH:6][C:7]=1B1OC(C)(C)C(C)(C)O1.[CH3:18][O:19][C:20]([C:22]1[C:30]2[C:25](=[CH:26][C:27](Br)=[CH:28][CH:29]=2)[NH:24][CH:23]=1)=[O:21].C(=O)([O-])[O-].[K+].[K+].Cl, predict the reaction product. (7) Given the reactants N1CCCCC1.[NH:7]1[C:15]2[C:10](=[CH:11][CH:12]=[CH:13][CH:14]=2)[CH2:9][C:8]1=[O:16].[N:17]1[CH:22]=[CH:21][C:20](/[CH:23]=[CH:24]/[C:25]2[C:33]3[C:28](=[CH:29][CH:30]=[C:31]([CH:34]=O)[CH:32]=3)[N:27]([CH2:36][O:37][CH2:38][CH2:39][Si:40]([CH3:43])([CH3:42])[CH3:41])[N:26]=2)=[CH:19][CH:18]=1, predict the reaction product. The product is: [N:17]1[CH:22]=[CH:21][C:20](/[CH:23]=[CH:24]/[C:25]2[C:33]3[C:28](=[CH:29][CH:30]=[C:31]([CH:34]=[C:9]4[C:10]5[C:15](=[CH:14][CH:13]=[CH:12][CH:11]=5)[NH:7][C:8]4=[O:16])[CH:32]=3)[N:27]([CH2:36][O:37][CH2:38][CH2:39][Si:40]([CH3:43])([CH3:42])[CH3:41])[N:26]=2)=[CH:19][CH:18]=1. (8) Given the reactants [CH3:1][NH:2][CH3:3].C(O)C.[CH2:7]([N:11]=[C:12]=[O:13])[CH2:8][CH2:9][CH3:10], predict the reaction product. The product is: [CH3:1][N:2]([CH3:3])[C:12](=[O:13])[NH:11][CH2:7][CH2:8][CH2:9][CH3:10]. (9) Given the reactants [CH3:1][C:2]1[N:6]([CH:7]2[CH2:13][C@H:12]3[N:14]([CH2:15][CH2:16][C:17]4([C:30]5[CH:35]=[CH:34][CH:33]=[CH:32][CH:31]=5)[O:22][CH2:21][CH2:20][N:19](C(OC(C)(C)C)=O)[CH2:18]4)[C@H:9]([CH2:10][CH2:11]3)[CH2:8]2)[C:5]2[CH:36]=[CH:37][CH:38]=[CH:39][C:4]=2[N:3]=1.[ClH:40], predict the reaction product. The product is: [ClH:40].[ClH:40].[ClH:40].[CH3:1][C:2]1[N:6]([CH:7]2[CH2:8][C@H:9]3[N:14]([CH2:15][CH2:16][C:17]4([C:30]5[CH:35]=[CH:34][CH:33]=[CH:32][CH:31]=5)[O:22][CH2:21][CH2:20][NH:19][CH2:18]4)[C@H:12]([CH2:11][CH2:10]3)[CH2:13]2)[C:5]2[CH:36]=[CH:37][CH:38]=[CH:39][C:4]=2[N:3]=1.